This data is from NCI-60 drug combinations with 297,098 pairs across 59 cell lines. The task is: Regression. Given two drug SMILES strings and cell line genomic features, predict the synergy score measuring deviation from expected non-interaction effect. (1) Drug 1: CS(=O)(=O)C1=CC(=C(C=C1)C(=O)NC2=CC(=C(C=C2)Cl)C3=CC=CC=N3)Cl. Drug 2: CC1=C(C=C(C=C1)C(=O)NC2=CC(=CC(=C2)C(F)(F)F)N3C=C(N=C3)C)NC4=NC=CC(=N4)C5=CN=CC=C5. Cell line: CAKI-1. Synergy scores: CSS=28.1, Synergy_ZIP=13.5, Synergy_Bliss=16.3, Synergy_Loewe=15.4, Synergy_HSA=17.8. (2) Drug 1: CC(CN1CC(=O)NC(=O)C1)N2CC(=O)NC(=O)C2. Drug 2: CC1C(C(CC(O1)OC2CC(CC3=C2C(=C4C(=C3O)C(=O)C5=C(C4=O)C(=CC=C5)OC)O)(C(=O)C)O)N)O.Cl. Cell line: SN12C. Synergy scores: CSS=43.4, Synergy_ZIP=-4.09, Synergy_Bliss=5.74, Synergy_Loewe=8.47, Synergy_HSA=8.68. (3) Drug 1: COC1=C(C=C2C(=C1)N=CN=C2NC3=CC(=C(C=C3)F)Cl)OCCCN4CCOCC4. Drug 2: COCCOC1=C(C=C2C(=C1)C(=NC=N2)NC3=CC=CC(=C3)C#C)OCCOC.Cl. Cell line: K-562. Synergy scores: CSS=23.6, Synergy_ZIP=3.64, Synergy_Bliss=12.3, Synergy_Loewe=4.57, Synergy_HSA=8.83. (4) Drug 1: C1C(C(OC1N2C=C(C(=O)NC2=O)F)CO)O. Drug 2: C1=NC(=NC(=O)N1C2C(C(C(O2)CO)O)O)N. Cell line: HCT-15. Synergy scores: CSS=23.0, Synergy_ZIP=-9.93, Synergy_Bliss=-4.21, Synergy_Loewe=-29.2, Synergy_HSA=-0.521. (5) Drug 1: CN1C(=O)N2C=NC(=C2N=N1)C(=O)N. Drug 2: C(=O)(N)NO. Cell line: LOX IMVI. Synergy scores: CSS=1.13, Synergy_ZIP=-0.0491, Synergy_Bliss=0.616, Synergy_Loewe=-4.20, Synergy_HSA=-2.19. (6) Cell line: MCF7. Synergy scores: CSS=9.95, Synergy_ZIP=-4.14, Synergy_Bliss=-0.411, Synergy_Loewe=-4.56, Synergy_HSA=-3.42. Drug 1: CC1C(C(=O)NC(C(=O)N2CCCC2C(=O)N(CC(=O)N(C(C(=O)O1)C(C)C)C)C)C(C)C)NC(=O)C3=C4C(=C(C=C3)C)OC5=C(C(=O)C(=C(C5=N4)C(=O)NC6C(OC(=O)C(N(C(=O)CN(C(=O)C7CCCN7C(=O)C(NC6=O)C(C)C)C)C)C(C)C)C)N)C. Drug 2: C1CN1C2=NC(=NC(=N2)N3CC3)N4CC4.